Dataset: NCI-60 drug combinations with 297,098 pairs across 59 cell lines. Task: Regression. Given two drug SMILES strings and cell line genomic features, predict the synergy score measuring deviation from expected non-interaction effect. (1) Drug 1: CCN(CC)CCNC(=O)C1=C(NC(=C1C)C=C2C3=C(C=CC(=C3)F)NC2=O)C. Drug 2: C1CC(C1)(C2=CC=C(C=C2)C3=C(C=C4C(=N3)C=CN5C4=NNC5=O)C6=CC=CC=C6)N. Cell line: HT29. Synergy scores: CSS=66.1, Synergy_ZIP=10.2, Synergy_Bliss=10.8, Synergy_Loewe=16.1, Synergy_HSA=19.9. (2) Drug 1: COC1=CC(=CC(=C1O)OC)C2C3C(COC3=O)C(C4=CC5=C(C=C24)OCO5)OC6C(C(C7C(O6)COC(O7)C8=CC=CS8)O)O. Drug 2: CC12CCC3C(C1CCC2OP(=O)(O)O)CCC4=C3C=CC(=C4)OC(=O)N(CCCl)CCCl.[Na+]. Cell line: RPMI-8226. Synergy scores: CSS=54.7, Synergy_ZIP=2.74, Synergy_Bliss=3.78, Synergy_Loewe=-43.8, Synergy_HSA=5.31. (3) Cell line: RXF 393. Drug 1: C1=C(C(=O)NC(=O)N1)F. Drug 2: C1=CC(=CC=C1CC(C(=O)O)N)N(CCCl)CCCl.Cl. Synergy scores: CSS=43.1, Synergy_ZIP=1.96, Synergy_Bliss=5.88, Synergy_Loewe=6.04, Synergy_HSA=6.94. (4) Drug 1: CNC(=O)C1=CC=CC=C1SC2=CC3=C(C=C2)C(=NN3)C=CC4=CC=CC=N4. Drug 2: CCCCCOC(=O)NC1=NC(=O)N(C=C1F)C2C(C(C(O2)C)O)O. Cell line: SNB-19. Synergy scores: CSS=4.35, Synergy_ZIP=0.190, Synergy_Bliss=1.24, Synergy_Loewe=-0.871, Synergy_HSA=1.68. (5) Drug 1: C1=CC(=CC=C1CCC2=CNC3=C2C(=O)NC(=N3)N)C(=O)NC(CCC(=O)O)C(=O)O. Drug 2: C1=C(C(=O)NC(=O)N1)F. Cell line: SF-539. Synergy scores: CSS=51.9, Synergy_ZIP=-11.3, Synergy_Bliss=-16.2, Synergy_Loewe=-7.98, Synergy_HSA=-6.80. (6) Drug 1: C1=NC2=C(N=C(N=C2N1C3C(C(C(O3)CO)O)O)F)N. Cell line: SR. Synergy scores: CSS=57.5, Synergy_ZIP=0.387, Synergy_Bliss=-2.20, Synergy_Loewe=-14.7, Synergy_HSA=-1.01. Drug 2: CCCCC(=O)OCC(=O)C1(CC(C2=C(C1)C(=C3C(=C2O)C(=O)C4=C(C3=O)C=CC=C4OC)O)OC5CC(C(C(O5)C)O)NC(=O)C(F)(F)F)O. (7) Drug 1: CN(C)N=NC1=C(NC=N1)C(=O)N. Drug 2: CN(CCCl)CCCl.Cl. Cell line: HS 578T. Synergy scores: CSS=1.71, Synergy_ZIP=1.95, Synergy_Bliss=8.46, Synergy_Loewe=1.02, Synergy_HSA=1.66.